From a dataset of Forward reaction prediction with 1.9M reactions from USPTO patents (1976-2016). Predict the product of the given reaction. (1) Given the reactants Br[C:2]1[CH:3]=[N:4][N:5]2[CH:10]=[CH:9][C:8]([C:11]3[CH:16]=[CH:15][CH:14]=[CH:13][C:12]=3[O:17][CH3:18])=[N:7][C:6]=12.[C:19]([C:22]1[CH:27]=[CH:26][C:25](B(O)O)=[CH:24][CH:23]=1)(=[O:21])[NH2:20].C(=O)([O-])[O-].[K+].[K+].N1C=CN2C=1C=CC(C1C=C(C(F)(F)F)C(N)=NC=1)=N2, predict the reaction product. The product is: [CH3:18][O:17][C:12]1[CH:13]=[CH:14][CH:15]=[CH:16][C:11]=1[C:8]1[CH:9]=[CH:10][N:5]2[N:4]=[CH:3][C:2]([C:25]3[CH:26]=[CH:27][C:22]([C:19]([NH2:20])=[O:21])=[CH:23][CH:24]=3)=[C:6]2[N:7]=1. (2) Given the reactants C(OC([NH:8][C@@H:9]([CH:13]([CH3:15])[CH3:14])[C:10]([OH:12])=[O:11])=O)(C)(C)C.[OH:16][CH2:17][CH2:18][N:19]1[C:24](=[O:25])[CH2:23][CH2:22][CH:21]([N:26]2[C:34](=[O:35])[C:33]3[C:28](=[CH:29][CH:30]=[CH:31][CH:32]=3)[C:27]2=[O:36])[C:20]1=[O:37], predict the reaction product. The product is: [NH2:8][C@@H:9]([CH:13]([CH3:15])[CH3:14])[C:10]([OH:12])=[O:11].[OH:16][CH2:17][CH2:18][N:19]1[C:24](=[O:25])[CH2:23][CH2:22][CH:21]([N:26]2[C:27](=[O:36])[C:28]3[C:33](=[CH:32][CH:31]=[CH:30][CH:29]=3)[C:34]2=[O:35])[C:20]1=[O:37]. (3) Given the reactants [CH3:1][N:2]1[C:6]2=[N:7][CH:8]=[C:9]([C:11]([F:14])([F:13])[F:12])[CH:10]=[C:5]2[C:4]([NH:15][CH2:16][C:17]([OH:19])=O)=[N:3]1.[NH2:20][CH:21]1[CH2:24][N:23]([C:25]([O:27][C:28]([CH3:31])([CH3:30])[CH3:29])=[O:26])[CH2:22]1.CCN=C=NCCCN(C)C.C1C=CC2N(O)N=NC=2C=1, predict the reaction product. The product is: [CH3:1][N:2]1[C:6]2=[N:7][CH:8]=[C:9]([C:11]([F:12])([F:13])[F:14])[CH:10]=[C:5]2[C:4]([NH:15][CH2:16][C:17]([NH:20][CH:21]2[CH2:22][N:23]([C:25]([O:27][C:28]([CH3:31])([CH3:30])[CH3:29])=[O:26])[CH2:24]2)=[O:19])=[N:3]1.